Dataset: Full USPTO retrosynthesis dataset with 1.9M reactions from patents (1976-2016). Task: Predict the reactants needed to synthesize the given product. (1) Given the product [CH2:1]([N:8]1[C:13](=[O:14])[C:12]([CH3:16])([CH3:15])[CH2:11][C:10]([C:17]2[C:25]3[C:20](=[CH:21][CH:22]=[C:23]([Cl:26])[CH:24]=3)[N:19]([CH2:35][C:36]([OH:38])=[O:37])[C:18]=2[CH3:27])=[N:9]1)[C:2]1[CH:3]=[CH:4][CH:5]=[CH:6][CH:7]=1, predict the reactants needed to synthesize it. The reactants are: [CH2:1]([N:8]1[C:13](=[O:14])[C:12]([CH3:16])([CH3:15])[CH2:11][C:10]([C:17]2[C:25]3[C:20](=[CH:21][CH:22]=[C:23]([Cl:26])[CH:24]=3)[NH:19][C:18]=2[CH3:27])=[N:9]1)[C:2]1[CH:7]=[CH:6][CH:5]=[CH:4][CH:3]=1.C([O-])([O-])=O.[K+].[K+].Br[CH2:35][C:36]([O:38]C(C)(C)C)=[O:37]. (2) Given the product [C:1]([C:4]1[C:8]([NH:9][C:10]([NH2:12])=[O:11])=[CH:7][N:6]([C:13]2[CH:18]=[CH:17][C:16]([S:19]([CH:20]3[CH2:24][CH2:23][CH2:22][CH2:21]3)=[O:27])=[CH:15][CH:14]=2)[N:5]=1)(=[O:3])[NH2:2], predict the reactants needed to synthesize it. The reactants are: [C:1]([C:4]1[C:8]([NH:9][C:10]([NH2:12])=[O:11])=[CH:7][N:6]([C:13]2[CH:18]=[CH:17][C:16]([S:19][CH:20]3[CH2:24][CH2:23][CH2:22][CH2:21]3)=[CH:15][CH:14]=2)[N:5]=1)(=[O:3])[NH2:2].C(O)(=[O:27])C.OO. (3) Given the product [CH:1]1([C:4]2[C:9]([C:10]3[CH:15]=[CH:14][C:13]([F:16])=[CH:12][C:11]=3[F:17])=[C:8]([F:18])[C:7]([O:19][CH:20]([CH3:22])[CH3:21])=[C:6]([CH2:23][N:24]3[CH2:25][CH2:26][CH:27]([N:30]4[CH:35]=[CH:34][C:33]([C:36]([OH:38])=[O:37])=[C:32]([CH2:40][CH3:41])[C:31]4=[O:42])[CH2:28][CH2:29]3)[CH:5]=2)[CH2:3][CH2:2]1, predict the reactants needed to synthesize it. The reactants are: [CH:1]1([C:4]2[C:9]([C:10]3[CH:15]=[CH:14][C:13]([F:16])=[CH:12][C:11]=3[F:17])=[C:8]([F:18])[C:7]([O:19][CH:20]([CH3:22])[CH3:21])=[C:6]([CH2:23][N:24]3[CH2:29][CH2:28][CH:27]([N:30]4[CH:35]=[CH:34][C:33]([C:36]([O:38]C)=[O:37])=[C:32]([CH2:40][CH3:41])[C:31]4=[O:42])[CH2:26][CH2:25]3)[CH:5]=2)[CH2:3][CH2:2]1.[OH-].[Na+].Cl. (4) Given the product [I:11][C:2]1[CH:3]=[C:4]2[C:8](=[CH:9][CH:10]=1)[NH:7][N:6]=[CH:5]2, predict the reactants needed to synthesize it. The reactants are: Br[C:2]1[CH:3]=[C:4]2[C:8](=[CH:9][CH:10]=1)[NH:7][N:6]=[CH:5]2.[I-:11].[Na+].CN[C@@H]1CCCC[C@H]1NC. (5) Given the product [F:10][C:11]([F:15])([F:14])[CH2:12][NH:13][CH2:2][C:3]([O:5][C:6]([CH3:9])([CH3:8])[CH3:7])=[O:4], predict the reactants needed to synthesize it. The reactants are: Br[CH2:2][C:3]([O:5][C:6]([CH3:9])([CH3:8])[CH3:7])=[O:4].[F:10][C:11]([F:15])([F:14])[CH2:12][NH2:13]. (6) Given the product [Cl:1][C:2]1[CH:3]=[N:4][C:5]2[N:6]([N:8]=[C:9]([C:11]([N:20]3[CH2:19][CH2:18][N:17]4[C:21]([C:24]5[CH:25]=[N:26][CH:27]=[N:28][CH:29]=5)=[CH:22][CH:23]=[C:16]4[CH:15]3[CH3:14])=[O:13])[CH:10]=2)[CH:7]=1, predict the reactants needed to synthesize it. The reactants are: [Cl:1][C:2]1[CH:3]=[N:4][C:5]2[N:6]([N:8]=[C:9]([C:11]([OH:13])=O)[CH:10]=2)[CH:7]=1.[CH3:14][CH:15]1[NH:20][CH2:19][CH2:18][N:17]2[C:21]([C:24]3[CH:25]=[N:26][CH:27]=[N:28][CH:29]=3)=[CH:22][CH:23]=[C:16]12. (7) The reactants are: [C:1]1([C:7]2([CH2:13][CH:14]=[O:15])[CH2:12][CH2:11][CH2:10][CH2:9][O:8]2)[CH:6]=[CH:5][CH:4]=[CH:3][CH:2]=1.S(=O)(=O)([OH:18])N.Cl([O-])=O.[Na+]. Given the product [C:1]1([C:7]2([CH2:13][C:14]([OH:18])=[O:15])[CH2:12][CH2:11][CH2:10][CH2:9][O:8]2)[CH:2]=[CH:3][CH:4]=[CH:5][CH:6]=1, predict the reactants needed to synthesize it. (8) Given the product [Br:1][C:2]1[CH:3]=[C:4]2[C:9](=[C:10]([N+:19]([O-:21])=[O:20])[C:11]=1[CH3:12])[N:8]=[CH:7][NH:6][C:5]2=[O:13], predict the reactants needed to synthesize it. The reactants are: [Br:1][C:2]1[CH:3]=[C:4]2[C:9](=[CH:10][C:11]=1[CH3:12])[N:8]=[CH:7][NH:6][C:5]2=[O:13].OS(O)(=O)=O.[N+:19]([O-])([OH:21])=[O:20]. (9) Given the product [C:11]([O:15][C:16](=[O:22])[NH:17][CH2:18][CH2:19][CH:20]=[O:21])([CH3:14])([CH3:12])[CH3:13], predict the reactants needed to synthesize it. The reactants are: C(Cl)(=O)C(Cl)=O.CS(C)=O.[C:11]([O:15][C:16](=[O:22])[NH:17][CH2:18][CH2:19][CH2:20][OH:21])([CH3:14])([CH3:13])[CH3:12].C(N(CC)CC)C.